Dataset: Peptide-MHC class I binding affinity with 185,985 pairs from IEDB/IMGT. Task: Regression. Given a peptide amino acid sequence and an MHC pseudo amino acid sequence, predict their binding affinity value. This is MHC class I binding data. (1) The peptide sequence is SLLRGLIFY. The MHC is HLA-A68:02 with pseudo-sequence HLA-A68:02. The binding affinity (normalized) is 0.0847. (2) The peptide sequence is NSSAVVDNK. The MHC is HLA-A31:01 with pseudo-sequence HLA-A31:01. The binding affinity (normalized) is 0.0454.